From a dataset of Forward reaction prediction with 1.9M reactions from USPTO patents (1976-2016). Predict the product of the given reaction. (1) The product is: [CH3:1][C:2]1[CH:7]=[CH:6][N:5]2[C:8]([C:11]([NH:25][C:26]3[CH:27]=[C:28]([C:33]4[N:37]=[C:36]([CH2:38][CH2:39][C:40](=[O:42])[CH3:41])[O:35][N:34]=4)[CH:29]=[CH:30][C:31]=3[CH3:32])=[O:13])=[CH:9][N:10]=[C:4]2[CH:3]=1. Given the reactants [CH3:1][C:2]1[CH:7]=[CH:6][N:5]2[C:8]([C:11]([OH:13])=O)=[CH:9][N:10]=[C:4]2[CH:3]=1.C(Cl)(=O)C(Cl)=O.CN(C=O)C.[NH2:25][C:26]1[CH:27]=[C:28]([C:33]2[N:37]=[C:36]([CH2:38][CH2:39][C:40](=[O:42])[CH3:41])[O:35][N:34]=2)[CH:29]=[CH:30][C:31]=1[CH3:32], predict the reaction product. (2) Given the reactants [CH3:1][C:2]1[C:3]([CH3:12])=[CH:4][C:5]2[S:9][C:8]([NH2:10])=[N:7][C:6]=2[CH:11]=1.[F:13][C:14]([F:25])([F:24])[C:15]1[CH:16]=[C:17]([CH:21]=[CH:22][CH:23]=1)[C:18](Cl)=[O:19].Br[CH:27]([CH2:32][CH3:33])[C:28]([O:30]C)=[O:29].COC1C=CC2N=C(N)SC=2C=1.ClC1C=C(C=CC=1)C(Cl)=O.BrCC(OCC)=O, predict the reaction product. The product is: [CH3:1][C:2]1[C:3]([CH3:12])=[CH:4][C:5]2[S:9][C:8](=[N:10][C:18](=[O:19])[C:17]3[CH:21]=[CH:22][CH:23]=[C:15]([C:14]([F:25])([F:24])[F:13])[CH:16]=3)[N:7]([CH:27]([CH2:32][CH3:33])[C:28]([OH:30])=[O:29])[C:6]=2[CH:11]=1.